From a dataset of Full USPTO retrosynthesis dataset with 1.9M reactions from patents (1976-2016). Predict the reactants needed to synthesize the given product. (1) Given the product [CH2:15]([O:14][C:12]1[NH:11][N:10]=[C:9]([NH:8][C:6]2[N:7]=[C:2]([NH:21][C@H:22]([C:25]3[CH:30]=[CH:29][C:28]([F:31])=[CH:27][N:26]=3)[CH2:23][OH:24])[CH:3]=[CH:4][C:5]=2[N+:17]([O-:19])=[O:18])[CH:13]=1)[CH3:16], predict the reactants needed to synthesize it. The reactants are: Cl[C:2]1[N:7]=[C:6]([NH:8][C:9]2[CH:13]=[C:12]([O:14][CH2:15][CH3:16])[NH:11][N:10]=2)[C:5]([N+:17]([O-:19])=[O:18])=[CH:4][CH:3]=1.Cl.[NH2:21][C@H:22]([C:25]1[CH:30]=[CH:29][C:28]([F:31])=[CH:27][N:26]=1)[CH2:23][OH:24].C(N(C(C)C)CC)(C)C. (2) Given the product [CH2:1]([O:8][C:9]([N:11]([CH2:32][C:33]([N:35]1[CH2:39][C@@H:38]([F:40])[CH2:37][C@H:36]1[C:41]#[N:42])=[O:34])[C:12]12[CH2:17][CH2:16][C:15]([C:20]([NH:43][C:44]34[CH2:51][CH2:50][C:47]([OH:52])([CH2:48][CH2:49]3)[CH2:46][CH2:45]4)=[O:22])([CH2:14][CH2:13]1)[CH2:18][CH2:19]2)=[O:10])[C:2]1[CH:3]=[CH:4][CH:5]=[CH:6][CH:7]=1, predict the reactants needed to synthesize it. The reactants are: [CH2:1]([O:8][C:9]([N:11]([CH2:32][C:33]([N:35]1[CH2:39][C@@H:38]([F:40])[CH2:37][C@H:36]1[C:41]#[N:42])=[O:34])[C:12]12[CH2:19][CH2:18][C:15]([C:20]([O:22]N3C4C=CC=CC=4N=N3)=O)([CH2:16][CH2:17]1)[CH2:14][CH2:13]2)=[O:10])[C:2]1[CH:7]=[CH:6][CH:5]=[CH:4][CH:3]=1.[NH2:43][C:44]12[CH2:51][CH2:50][C:47]([OH:52])([CH2:48][CH2:49]1)[CH2:46][CH2:45]2. (3) Given the product [NH2:10][CH2:11][CH2:12][CH2:13][N:14]1[CH2:21][CH2:20][C:17]2([CH2:19][CH2:18]2)[C@H:16]([OH:22])[CH2:15]1, predict the reactants needed to synthesize it. The reactants are: C(OC(=O)[NH:10][CH2:11][CH2:12][CH2:13][N:14]1[CH2:21][CH2:20][C:17]2([CH2:19][CH2:18]2)[C@H:16]([OH:22])[CH2:15]1)C1C=CC=CC=1.